This data is from Catalyst prediction with 721,799 reactions and 888 catalyst types from USPTO. The task is: Predict which catalyst facilitates the given reaction. (1) Reactant: Cl.CS(C1C=CC(N2CCNCC2)=CC=1N)(=O)=O.[F:19][C:20]1[CH:21]=[C:22]([Cl:47])[C:23]([O:45][CH3:46])=[C:24]([CH:26]([C:28]2[C:29]([S:41]([CH3:44])(=[O:43])=[O:42])=[C:30]([NH2:40])[CH:31]=[C:32]([N:34]3[CH2:39][CH2:38][NH:37][CH2:36][CH2:35]3)[CH:33]=2)[CH3:27])[CH:25]=1.C(=O)=O.Cl. Product: [ClH:47].[F:19][C:20]1[CH:21]=[C:22]([Cl:47])[C:23]([O:45][CH3:46])=[C:24]([CH:26]([C:28]2[C:29]([S:41]([CH3:44])(=[O:43])=[O:42])=[C:30]([NH2:40])[CH:31]=[C:32]([N:34]3[CH2:35][CH2:36][NH:37][CH2:38][CH2:39]3)[CH:33]=2)[CH3:27])[CH:25]=1. The catalyst class is: 98. (2) Reactant: [NH2:1][CH2:2][CH2:3][CH2:4][CH2:5][CH2:6][CH2:7][CH2:8][NH2:9].[C:10](Cl)([O:12][CH2:13][C:14]1[CH:19]=[CH:18][CH:17]=[CH:16][CH:15]=1)=[O:11]. Product: [CH2:13]([O:12][C:10](=[O:11])[NH:1][CH2:2][CH2:3][CH2:4][CH2:5][CH2:6][CH2:7][CH2:8][NH2:9])[C:14]1[CH:19]=[CH:18][CH:17]=[CH:16][CH:15]=1. The catalyst class is: 512.